From a dataset of Peptide-MHC class II binding affinity with 134,281 pairs from IEDB. Regression. Given a peptide amino acid sequence and an MHC pseudo amino acid sequence, predict their binding affinity value. This is MHC class II binding data. (1) The peptide sequence is VIGLYGNGILVGDNS. The MHC is DRB1_1101 with pseudo-sequence DRB1_1101. The binding affinity (normalized) is 0.258. (2) The peptide sequence is KDVTFRNITGTSSTP. The MHC is HLA-DQA10301-DQB10302 with pseudo-sequence HLA-DQA10301-DQB10302. The binding affinity (normalized) is 0.113. (3) The peptide sequence is FTSLEYIEAAKWLLP. The MHC is DRB1_0401 with pseudo-sequence DRB1_0401. The binding affinity (normalized) is 0.406. (4) The peptide sequence is KRIVKLVNDVGAVVN. The MHC is DRB1_0101 with pseudo-sequence DRB1_0101. The binding affinity (normalized) is 0.530. (5) The peptide sequence is VKLRRSSAAQVDGFY. The MHC is DRB1_1501 with pseudo-sequence DRB1_1501. The binding affinity (normalized) is 0.353. (6) The peptide sequence is FDPYKATISATPESA. The MHC is HLA-DPA10201-DPB10101 with pseudo-sequence HLA-DPA10201-DPB10101. The binding affinity (normalized) is 0.236. (7) The peptide sequence is SQDLELHWNLNGLQAY. The MHC is DRB1_0401 with pseudo-sequence DRB1_0401. The binding affinity (normalized) is 0.529. (8) The MHC is HLA-DQA10104-DQB10503 with pseudo-sequence HLA-DQA10104-DQB10503. The binding affinity (normalized) is 0.741. The peptide sequence is PCRAGFETNVSHNVQ.